Dataset: CYP3A4 inhibition data for predicting drug metabolism from PubChem BioAssay. Task: Regression/Classification. Given a drug SMILES string, predict its absorption, distribution, metabolism, or excretion properties. Task type varies by dataset: regression for continuous measurements (e.g., permeability, clearance, half-life) or binary classification for categorical outcomes (e.g., BBB penetration, CYP inhibition). Dataset: cyp3a4_veith. (1) The result is 0 (non-inhibitor). The compound is CC(=O)O.CCN(CC)CC[n+]1ccc2c(C)c3[nH]c4ccc(O)cc4c3c(C)c2c1. (2) The compound is O=[N+]([O-])c1ccc(C=Nc2ccc(Cl)cc2Cl)s1. The result is 0 (non-inhibitor). (3) The compound is Cc1ccc2c(c1)N[C@H](c1ccc(C(=O)O)cc1)c1cccn1-2. The result is 1 (inhibitor). (4) The compound is Cc1ccc(S(=O)(=O)Nc2ccccc2C(=O)c2ccc(C)c(C)c2)cc1. The result is 0 (non-inhibitor). (5) The drug is CC(C)[C@@H](OCc1ccccc1)[C@H](C)/C=N\O[C@@H](C)c1cn([C@@H]2COC[C@@H]2O)nn1. The result is 0 (non-inhibitor).